Dataset: NCI-60 drug combinations with 297,098 pairs across 59 cell lines. Task: Regression. Given two drug SMILES strings and cell line genomic features, predict the synergy score measuring deviation from expected non-interaction effect. (1) Cell line: HS 578T. Synergy scores: CSS=-10.0, Synergy_ZIP=0.801, Synergy_Bliss=-7.18, Synergy_Loewe=-9.44, Synergy_HSA=-10.1. Drug 1: CC1=C(C=C(C=C1)NC2=NC=CC(=N2)N(C)C3=CC4=NN(C(=C4C=C3)C)C)S(=O)(=O)N.Cl. Drug 2: C1CNP(=O)(OC1)N(CCCl)CCCl. (2) Drug 1: CN(CC1=CN=C2C(=N1)C(=NC(=N2)N)N)C3=CC=C(C=C3)C(=O)NC(CCC(=O)O)C(=O)O. Drug 2: C1=NC2=C(N=C(N=C2N1C3C(C(C(O3)CO)O)O)F)N. Cell line: NCI-H226. Synergy scores: CSS=15.7, Synergy_ZIP=-6.94, Synergy_Bliss=-8.45, Synergy_Loewe=-40.8, Synergy_HSA=-7.25. (3) Cell line: DU-145. Drug 1: CC12CCC3C(C1CCC2=O)CC(=C)C4=CC(=O)C=CC34C. Drug 2: C1=CC(=CC=C1CC(C(=O)O)N)N(CCCl)CCCl.Cl. Synergy scores: CSS=47.7, Synergy_ZIP=2.47, Synergy_Bliss=3.45, Synergy_Loewe=2.53, Synergy_HSA=2.16. (4) Drug 1: CC1=C2C(C(=O)C3(C(CC4C(C3C(C(C2(C)C)(CC1OC(=O)C(C(C5=CC=CC=C5)NC(=O)OC(C)(C)C)O)O)OC(=O)C6=CC=CC=C6)(CO4)OC(=O)C)O)C)O. Drug 2: C(CN)CNCCSP(=O)(O)O. Cell line: U251. Synergy scores: CSS=5.16, Synergy_ZIP=-6.71, Synergy_Bliss=-14.3, Synergy_Loewe=-95.8, Synergy_HSA=-17.7. (5) Drug 1: C1CCC(C1)C(CC#N)N2C=C(C=N2)C3=C4C=CNC4=NC=N3. Drug 2: CCC1(CC2CC(C3=C(CCN(C2)C1)C4=CC=CC=C4N3)(C5=C(C=C6C(=C5)C78CCN9C7C(C=CC9)(C(C(C8N6C=O)(C(=O)OC)O)OC(=O)C)CC)OC)C(=O)OC)O.OS(=O)(=O)O. Cell line: SF-268. Synergy scores: CSS=14.8, Synergy_ZIP=8.15, Synergy_Bliss=9.59, Synergy_Loewe=-26.6, Synergy_HSA=5.50. (6) Drug 1: C1=C(C(=O)NC(=O)N1)F. Drug 2: CS(=O)(=O)OCCCCOS(=O)(=O)C. Cell line: EKVX. Synergy scores: CSS=20.3, Synergy_ZIP=2.58, Synergy_Bliss=-0.525, Synergy_Loewe=-8.99, Synergy_HSA=-2.92. (7) Drug 1: C1=CC(=CC=C1CCCC(=O)O)N(CCCl)CCCl. Drug 2: CCC1=C2CN3C(=CC4=C(C3=O)COC(=O)C4(CC)O)C2=NC5=C1C=C(C=C5)O. Cell line: SNB-19. Synergy scores: CSS=44.1, Synergy_ZIP=-4.04, Synergy_Bliss=-1.21, Synergy_Loewe=-3.10, Synergy_HSA=2.18.